From a dataset of Peptide-MHC class I binding affinity with 185,985 pairs from IEDB/IMGT. Regression. Given a peptide amino acid sequence and an MHC pseudo amino acid sequence, predict their binding affinity value. This is MHC class I binding data. (1) The peptide sequence is RPRCAYLPF. The MHC is HLA-B46:01 with pseudo-sequence HLA-B46:01. The binding affinity (normalized) is 0.202. (2) The peptide sequence is KQVYFESF. The MHC is H-2-Db with pseudo-sequence H-2-Db. The binding affinity (normalized) is 0. (3) The MHC is HLA-A02:16 with pseudo-sequence HLA-A02:16. The peptide sequence is HWMDATFNI. The binding affinity (normalized) is 0.0847. (4) The peptide sequence is SPKTPDYPLI. The MHC is HLA-B51:01 with pseudo-sequence HLA-B51:01. The binding affinity (normalized) is 0.237. (5) The peptide sequence is LIFHFFLFLL. The MHC is HLA-A02:01 with pseudo-sequence HLA-A02:01. The binding affinity (normalized) is 0.510. (6) The peptide sequence is SIKFKRKLM. The MHC is HLA-A01:01 with pseudo-sequence HLA-A01:01. The binding affinity (normalized) is 0.0847.